From a dataset of Full USPTO retrosynthesis dataset with 1.9M reactions from patents (1976-2016). Predict the reactants needed to synthesize the given product. Given the product [O:3]1[CH2:4][CH2:5][O:1][CH:2]1[C:6]1[CH:7]=[C:8]([CH:12]=[CH:13][CH:14]=1)[C:9]([NH:15][C:16]1[S:17][CH:18]=[C:19]([C:26]2[CH:31]=[CH:30][CH:29]=[CH:28][CH:27]=2)[C:20]=1[C:21]([O:23][CH2:24][CH3:25])=[O:22])=[O:11], predict the reactants needed to synthesize it. The reactants are: [O:1]1[CH2:5][CH2:4][O:3][CH:2]1[C:6]1[CH:7]=[C:8]([CH:12]=[CH:13][CH:14]=1)[C:9]([OH:11])=O.[NH2:15][C:16]1[S:17][CH:18]=[C:19]([C:26]2[CH:31]=[CH:30][CH:29]=[CH:28][CH:27]=2)[C:20]=1[C:21]([O:23][CH2:24][CH3:25])=[O:22].CCN(P1(N(C)CCCN1C)=NC(C)(C)C)CC.CN(C(ON1N=NC2C=CC=CC1=2)=[N+](C)C)C.F[P-](F)(F)(F)(F)F.